This data is from Full USPTO retrosynthesis dataset with 1.9M reactions from patents (1976-2016). The task is: Predict the reactants needed to synthesize the given product. (1) Given the product [CH:6]1([Si:14]([CH:11]([CH3:13])[CH3:12])([Cl:16])[Cl:15])[CH2:7][CH2:8][CH:9]=[CH:10]1, predict the reactants needed to synthesize it. The reactants are: [CH2:8]1[CH:7]2[CH:6]3[CH:10]=[CH:9][CH:8]([CH:6]2[CH:10]=[CH:9]1)[CH2:7]3.[CH:11]([SiH:14]([Cl:16])[Cl:15])([CH3:13])[CH3:12].CCCCCCCCCCCCCCCC. (2) Given the product [Br:30][C:28]1[CH:27]=[CH:26][C:25]([F:31])=[C:24]([C@@:13]2([NH:12][C:10]([NH:9][C:1](=[O:8])[C:2]3[CH:7]=[CH:6][CH:5]=[CH:4][CH:3]=3)=[S:11])[C@H:14]([CH2:22][OH:23])[CH2:15][C@H:16]([CH:19]3[CH2:20][CH2:21]3)[O:17][CH2:18]2)[CH:29]=1, predict the reactants needed to synthesize it. The reactants are: [C:1]([N:9]=[C:10]=[S:11])(=[O:8])[C:2]1[CH:7]=[CH:6][CH:5]=[CH:4][CH:3]=1.[NH2:12][C@@:13]1([C:24]2[CH:29]=[C:28]([Br:30])[CH:27]=[CH:26][C:25]=2[F:31])[CH2:18][O:17][C@@H:16]([CH:19]2[CH2:21][CH2:20]2)[CH2:15][C@H:14]1[CH2:22][OH:23]. (3) Given the product [Br:1][C:2]1[CH:3]=[CH:4][C:5]2[C:11]3[S:12][C:13]([C:15]4[N:16]([C:17]5[CH:22]=[CH:21][CH:20]=[CH:19][C:18]=5[Cl:23])[C:27]([CH3:28])=[N:25][N:24]=4)=[CH:14][C:10]=3[CH2:9][CH2:8][O:7][C:6]=2[CH:26]=1, predict the reactants needed to synthesize it. The reactants are: [Br:1][C:2]1[CH:3]=[CH:4][C:5]2[C:11]3[S:12][C:13]([C:15](=[N:24][NH2:25])[NH:16][C:17]4[CH:22]=[CH:21][CH:20]=[CH:19][C:18]=4[Cl:23])=[CH:14][C:10]=3[CH2:9][CH2:8][O:7][C:6]=2[CH:26]=1.[C:27](OCC)(OCC)(OCC)[CH3:28]. (4) Given the product [Cl:1][C:2]1[CH:3]=[N:4][C:5]2[C:10]([C:11]=1[CH2:12][C:13]([O:15][CH3:16])=[O:14])=[N:9][C:8]([O:21][CH3:22])=[CH:7][CH:6]=2, predict the reactants needed to synthesize it. The reactants are: [Cl:1][C:2]1[CH:3]=[N:4][C:5]2[C:10]([C:11]=1[CH:12](C(OC)=O)[C:13]([O:15][CH3:16])=[O:14])=[N:9][C:8]([O:21][CH3:22])=[CH:7][CH:6]=2.[Cl-].[Li+].O.C(OCC)(=O)C. (5) Given the product [F:17][C:14]1[CH:13]=[CH:12][C:11]([CH2:10][C@@H:9]([NH:7][CH3:6])[C:18]([NH:19][CH3:20])=[O:21])=[CH:16][CH:15]=1, predict the reactants needed to synthesize it. The reactants are: C(O[C:6](=O)[N:7]([C@@H:9]([C:18](=[O:21])[NH:19][CH3:20])[CH2:10][C:11]1[CH:16]=[CH:15][C:14]([F:17])=[CH:13][CH:12]=1)C)(C)(C)C.FC(F)(F)C(O)=O.C(=O)([O-])O.[Na+].C(=O)([O-])[O-].[Na+].[Na+].C(=O)([O-])O.[Na+]. (6) The reactants are: C(OC([C@@H:8]([NH:12][C:13]([O:15][CH2:16][CH2:17][CH2:18][CH2:19][CH2:20][N:21]1[CH:25]=[C:24]([CH2:26][O:27][C@H:28]2[CH2:32][N:31]([C:33](OC(C)(C)C)=[O:34])[C@H:30]([C:40]([O:42][CH3:43])=[O:41])[CH2:29]2)[N:23]=[N:22]1)=[O:14])[CH:9]([CH3:11])[CH3:10])=O)(C)(C)C.Cl.O1CCOCC1.CCN(C(C)C)C(C)C.CN(C(ON1N=NC2C=CC=CC1=2)=[N+](C)C)C.[B-](F)(F)(F)F. Given the product [CH:9]([C@H:8]1[C:33](=[O:34])[N:31]2[CH2:32][C@@H:28]([CH2:29][C@H:30]2[C:40]([O:42][CH3:43])=[O:41])[O:27][CH2:26][C:24]2=[CH:25][N:21]([N:22]=[N:23]2)[CH2:20][CH2:19][CH2:18][CH2:17][CH2:16][O:15][C:13](=[O:14])[NH:12]1)([CH3:11])[CH3:10], predict the reactants needed to synthesize it.